Dataset: Full USPTO retrosynthesis dataset with 1.9M reactions from patents (1976-2016). Task: Predict the reactants needed to synthesize the given product. (1) Given the product [Cl:12][C:9]1[C:10]2[CH:2]([CH3:3])[CH2:1][O:4][C:5]=2[C:6]([CH:23]2[C@H:28]([O:29][CH2:30][C:31]3[CH:32]=[CH:33][CH:34]=[CH:35][CH:36]=3)[C@@H:27]([O:37][CH2:38][C:39]3[CH:40]=[CH:41][CH:42]=[CH:43][CH:44]=3)[C@H:26]([O:45][CH2:46][C:47]3[CH:52]=[CH:51][CH:50]=[CH:49][CH:48]=3)[C@@H:25]([CH2:53][O:54][CH2:55][C:56]3[CH:57]=[CH:58][CH:59]=[CH:60][CH:61]=3)[O:24]2)=[CH:7][C:8]=1[CH2:13][C:14]1[CH:15]=[CH:16][C:17]([O:20][CH2:21][CH3:22])=[CH:18][CH:19]=1, predict the reactants needed to synthesize it. The reactants are: [CH2:1]([O:4][C:5]1[C:10](Br)=[C:9]([Cl:12])[C:8]([CH2:13][C:14]2[CH:19]=[CH:18][C:17]([O:20][CH2:21][CH3:22])=[CH:16][CH:15]=2)=[CH:7][C:6]=1[CH:23]1[C@H:28]([O:29][CH2:30][C:31]2[CH:36]=[CH:35][CH:34]=[CH:33][CH:32]=2)[C@@H:27]([O:37][CH2:38][C:39]2[CH:44]=[CH:43][CH:42]=[CH:41][CH:40]=2)[C@H:26]([O:45][CH2:46][C:47]2[CH:52]=[CH:51][CH:50]=[CH:49][CH:48]=2)[C@@H:25]([CH2:53][O:54][CH2:55][C:56]2[CH:61]=[CH:60][CH:59]=[CH:58][CH:57]=2)[O:24]1)[CH:2]=[CH2:3].C([SnH](CCCC)CCCC)CCC.CC(N=NC(C#N)(C)C)(C#N)C. (2) Given the product [BrH:14].[BrH:14].[Br:14][CH2:12][C:10]1[N:11]=[C:7]([C:4]2[CH:5]=[CH:6][N:1]=[CH:2][CH:3]=2)[NH:8][CH:9]=1, predict the reactants needed to synthesize it. The reactants are: [N:1]1[CH:6]=[CH:5][C:4]([C:7]2[NH:8][CH:9]=[C:10]([CH2:12]O)[N:11]=2)=[CH:3][CH:2]=1.[BrH:14].CC(O)=O. (3) Given the product [N+:15]([C:6]1[CH:5]=[C:4]([CH:9]=[C:8]([C:10]2[O:11][CH:12]=[CH:13][N:14]=2)[CH:7]=1)[C:3]([OH:18])=[O:2])([O-:17])=[O:16], predict the reactants needed to synthesize it. The reactants are: C[O:2][C:3](=[O:18])[C:4]1[CH:9]=[C:8]([C:10]2[O:11][CH:12]=[CH:13][N:14]=2)[CH:7]=[C:6]([N+:15]([O-:17])=[O:16])[CH:5]=1.C1COCC1.O.O.[OH-].[Li+].